From a dataset of Full USPTO retrosynthesis dataset with 1.9M reactions from patents (1976-2016). Predict the reactants needed to synthesize the given product. (1) The reactants are: [C:9](O[C:9]([O:11][C:12]([CH3:15])([CH3:14])[CH3:13])=[O:10])([O:11][C:12]([CH3:15])([CH3:14])[CH3:13])=[O:10].[F:16][C:17]1[CH:18]=[C:19]([C@@H:23]2[CH2:27][NH:26][CH2:25][C@H:24]2[NH:28][C:29](=[O:37])[O:30][CH2:31][CH2:32][Si](C)(C)C)[CH:20]=[CH:21][CH:22]=1.[CH3:38]CN(C(C)C)C(C)C. Given the product [C:12]([O:11][C:9]([N:26]1[CH2:25][C@@H:24]([NH:28][C:29]([O:30][CH2:31][CH2:32][CH3:38])=[O:37])[C@H:23]([C:19]2[CH:20]=[CH:21][CH:22]=[C:17]([F:16])[CH:18]=2)[CH2:27]1)=[O:10])([CH3:13])([CH3:14])[CH3:15], predict the reactants needed to synthesize it. (2) Given the product [C:65]([O:69][C:70](=[O:82])[CH2:71][CH:72]1[CH2:77][CH:76]([CH:78]=[CH:35][C:10]2[N:11]([CH:32]([CH3:34])[CH3:33])[C:12]([C:20](=[O:31])[NH:21][CH2:22][C:23]3[CH:24]=[CH:25][C:26]([O:29][CH3:30])=[CH:27][CH:28]=3)=[C:13]([C:14]3[CH:19]=[CH:18][CH:17]=[CH:16][CH:15]=3)[C:9]=2[C:6]2[CH:7]=[CH:8][C:3]([F:2])=[CH:4][CH:5]=2)[O:75][C:74]([CH3:80])([CH3:81])[O:73]1)([CH3:66])([CH3:67])[CH3:68], predict the reactants needed to synthesize it. The reactants are: [Br-].[F:2][C:3]1[CH:8]=[CH:7][C:6]([C:9]2[C:13]([C:14]3[CH:19]=[CH:18][CH:17]=[CH:16][CH:15]=3)=[C:12]([C:20](=[O:31])[NH:21][CH2:22][C:23]3[CH:28]=[CH:27][C:26]([O:29][CH3:30])=[CH:25][CH:24]=3)[N:11]([CH:32]([CH3:34])[CH3:33])[C:10]=2[CH2:35][P+](C2C=CC=CC=2)(C2C=CC=CC=2)C2C=CC=CC=2)=[CH:5][CH:4]=1.C[Si]([N-][Si](C)(C)C)(C)C.[Na+].[C:65]([O:69][C:70](=[O:82])[CH2:71][CH:72]1[CH2:77][CH:76]([CH:78]=O)[O:75][C:74]([CH3:81])([CH3:80])[O:73]1)([CH3:68])([CH3:67])[CH3:66].